Task: Predict the reactants needed to synthesize the given product.. Dataset: Full USPTO retrosynthesis dataset with 1.9M reactions from patents (1976-2016) (1) Given the product [CH2:1]([CH:3]([C:6]1[C:7]2[N:8]([C:13]([B:23]([OH:26])[OH:24])=[C:14]([CH3:16])[N:15]=2)[N:9]=[C:10]([CH3:12])[CH:11]=1)[CH2:4][CH3:5])[CH3:2], predict the reactants needed to synthesize it. The reactants are: [CH2:1]([CH:3]([C:6]1[C:7]2[N:8]([C:13](I)=[C:14]([CH3:16])[N:15]=2)[N:9]=[C:10]([CH3:12])[CH:11]=1)[CH2:4][CH3:5])[CH3:2].C([Li])(C)(C)C.[B:23](OC)([O:26]C)[O:24]C.CCCCCC. (2) Given the product [CH3:1][O:2][C:3]1[CH:4]=[C:5]([CH:17]=[CH:18][CH:19]=1)[CH2:6][NH:7][C:8]1[N:16]=[CH:15][CH:14]=[CH:13][C:9]=1[C:10]([NH:39][C:34]([CH3:33])([C:35]#[CH:36])[CH3:20])=[O:12], predict the reactants needed to synthesize it. The reactants are: [CH3:1][O:2][C:3]1[CH:4]=[C:5]([CH:17]=[CH:18][CH:19]=1)[CH2:6][NH:7][C:8]1[N:16]=[CH:15][CH:14]=[CH:13][C:9]=1[C:10]([OH:12])=O.[CH3:20]CN=C=NCCCN(C)C.C1C=[CH:33][C:34]2[N:39](O)N=N[C:35]=2[CH:36]=1.CCN(C(C)C)C(C)C. (3) Given the product [NH2:8][C:5]1[CH:6]=[CH:7][C:2]([CH3:1])=[C:3]([NH:11][C:12]2[N:17]=[C:16]([C:18]3[CH:19]=[N:20][CH:21]=[CH:22][CH:23]=3)[CH:15]=[CH:14][N:13]=2)[CH:4]=1, predict the reactants needed to synthesize it. The reactants are: [CH3:1][C:2]1[CH:7]=[CH:6][C:5]([N+:8]([O-])=O)=[CH:4][C:3]=1[NH:11][C:12]1[N:17]=[C:16]([C:18]2[CH:19]=[N:20][CH:21]=[CH:22][CH:23]=2)[CH:15]=[CH:14][N:13]=1. (4) Given the product [C:24]([N:27]1[CH2:31][CH2:30][N:29]([C:2]2[CH:7]=[CH:6][C:5]([C:8]([N:10]3[CH2:15][CH2:14][N:13]([C:16]4[C:21]([CH3:22])=[CH:20][C:19]([CH3:23])=[CH:18][N:17]=4)[CH2:12][CH2:11]3)=[O:9])=[CH:4][CH:3]=2)[C:28]1=[O:32])(=[O:26])[CH3:25], predict the reactants needed to synthesize it. The reactants are: Br[C:2]1[CH:7]=[CH:6][C:5]([C:8]([N:10]2[CH2:15][CH2:14][N:13]([C:16]3[C:21]([CH3:22])=[CH:20][C:19]([CH3:23])=[CH:18][N:17]=3)[CH2:12][CH2:11]2)=[O:9])=[CH:4][CH:3]=1.[C:24]([N:27]1[CH2:31][CH2:30][NH:29][C:28]1=[O:32])(=[O:26])[CH3:25]. (5) Given the product [C:17]([C:32]([NH:1][C:2]1[CH:11]=[CH:10][C:5]([C:6]([NH:8][CH3:9])=[O:7])=[C:4]([F:12])[CH:3]=1)([CH3:34])[CH3:31])#[N:18], predict the reactants needed to synthesize it. The reactants are: [NH2:1][C:2]1[CH:11]=[CH:10][C:5]([C:6]([NH:8][CH3:9])=[O:7])=[C:4]([F:12])[CH:3]=1.[Si]([C:17]#[N:18])(C)(C)C.[Si](OS(C(F)(F)F)(=O)=O)(C)(C)C.[CH3:31][C:32]([CH3:34])=O. (6) Given the product [CH3:1][C:2]([CH3:9])([CH2:7][C:6](=[O:8])[O:10][C@H:11]1[CH2:28][CH2:27][C@@:26]2([CH3:29])[C@@H:13]([CH2:14][CH2:15][C@:16]3([CH3:54])[C@@H:25]2[CH2:24][CH2:23][C@H:22]2[C@@:17]3([CH3:53])[CH2:18][CH2:19][C@@:20]3([C:36]([N:38]4[CH2:42][CH2:41][CH2:40][C@H:39]4[C:43]4[NH:44][C:45]([C:48]5[S:49][CH:50]=[CH:51][CH:52]=5)=[CH:46][N:47]=4)=[O:37])[CH2:32][CH2:31][C@@H:30]([C:33]([CH3:35])=[CH2:34])[C@@H:21]32)[C:12]1([CH3:56])[CH3:55])[C:3]([OH:5])=[O:4], predict the reactants needed to synthesize it. The reactants are: [CH3:1][C:2]1([CH3:9])[CH2:7][C:6](=[O:8])[O:5][C:3]1=[O:4].[OH:10][C@H:11]1[CH2:28][CH2:27][C@@:26]2([CH3:29])[C@@H:13]([CH2:14][CH2:15][C@:16]3([CH3:54])[C@@H:25]2[CH2:24][CH2:23][C@H:22]2[C@@:17]3([CH3:53])[CH2:18][CH2:19][C@@:20]3([C:36]([N:38]4[CH2:42][CH2:41][CH2:40][C@H:39]4[C:43]4[NH:44][C:45]([C:48]5[S:49][CH:50]=[CH:51][CH:52]=5)=[CH:46][N:47]=4)=[O:37])[CH2:32][CH2:31][C@@H:30]([C:33]([CH3:35])=[CH2:34])[CH:21]32)[C:12]1([CH3:56])[CH3:55]. (7) Given the product [Br:17][CH2:15][C:13]1[CH:12]=[CH:11][C:10]([Cl:16])=[C:9]([CH:14]=1)[O:8][Si:5]([C:1]([CH3:4])([CH3:3])[CH3:2])([CH3:7])[CH3:6], predict the reactants needed to synthesize it. The reactants are: [C:1]([Si:5]([O:8][C:9]1[CH:14]=[C:13]([CH3:15])[CH:12]=[CH:11][C:10]=1[Cl:16])([CH3:7])[CH3:6])([CH3:4])([CH3:3])[CH3:2].[Br:17]N1C(=O)CCC1=O.